From a dataset of Full USPTO retrosynthesis dataset with 1.9M reactions from patents (1976-2016). Predict the reactants needed to synthesize the given product. Given the product [C:1]([O:4][C@@H:5]1[C@@H:20]([O:21][C:22](=[O:24])[CH3:23])[C@@H:19]([O:25][C:26](=[O:28])[CH3:27])[C@@H:18]([CH2:29][O:30][C:31](=[O:33])[CH3:32])[O:17][C@H:6]1[O:7][CH2:8][CH2:9][O:10][CH2:11][CH2:12][O:13][CH2:14][CH2:15][N:34]=[N+:35]=[N-:36])(=[O:3])[CH3:2], predict the reactants needed to synthesize it. The reactants are: [C:1]([O:4][C@@H:5]1[C@@H:20]([O:21][C:22](=[O:24])[CH3:23])[C@@H:19]([O:25][C:26](=[O:28])[CH3:27])[C@@H:18]([CH2:29][O:30][C:31](=[O:33])[CH3:32])[O:17][C@H:6]1[O:7][CH2:8][CH2:9][O:10][CH2:11][CH2:12][O:13][CH2:14][CH2:15]Cl)(=[O:3])[CH3:2].[N-:34]=[N+:35]=[N-:36].[Na+].